Dataset: Catalyst prediction with 721,799 reactions and 888 catalyst types from USPTO. Task: Predict which catalyst facilitates the given reaction. (1) Reactant: [F:1][C:2]([F:20])([F:19])[C:3]1[CH:4]=[C:5]([S:9]([CH:12]2[CH2:17][CH2:16][C:15](=[O:18])[CH2:14][CH2:13]2)(=[O:11])=[O:10])[CH:6]=[CH:7][CH:8]=1.[BH4-].[Na+]. Product: [F:20][C:2]([F:1])([F:19])[C:3]1[CH:4]=[C:5]([S:9]([CH:12]2[CH2:13][CH2:14][CH:15]([OH:18])[CH2:16][CH2:17]2)(=[O:11])=[O:10])[CH:6]=[CH:7][CH:8]=1. The catalyst class is: 5. (2) Reactant: [NH2:1][C:2]1[CH:7]=[C:6]([S:8]([CH2:11][CH3:12])(=[O:10])=[O:9])[CH:5]=[CH:4][C:3]=1[OH:13].[OH-].[K+].[C:16](=S)=[S:17]. Product: [CH2:11]([S:8]([C:6]1[CH:5]=[CH:4][C:3]2[O:13][C:16]([SH:17])=[N:1][C:2]=2[CH:7]=1)(=[O:10])=[O:9])[CH3:12]. The catalyst class is: 8.